From a dataset of Full USPTO retrosynthesis dataset with 1.9M reactions from patents (1976-2016). Predict the reactants needed to synthesize the given product. (1) Given the product [CH3:20][C:21]1([CH3:36])[C:25]2=[N:26][CH:27]=[C:28]([N:30]3[CH2:35][CH2:34][O:33][CH2:32][CH2:31]3)[CH:29]=[C:24]2[N:23]([C:2]2[C:11]3[C:6](=[N:7][CH:8]=[CH:9][CH:10]=3)[N:5]=[C:4]([C:12]3[CH:13]=[N:14][CH:15]=[C:16]([F:18])[CH:17]=3)[C:3]=2[CH3:19])[CH2:22]1, predict the reactants needed to synthesize it. The reactants are: Cl[C:2]1[C:11]2[C:6](=[N:7][CH:8]=[CH:9][CH:10]=2)[N:5]=[C:4]([C:12]2[CH:13]=[N:14][CH:15]=[C:16]([F:18])[CH:17]=2)[C:3]=1[CH3:19].[CH3:20][C:21]1([CH3:36])[C:25]2=[N:26][CH:27]=[C:28]([N:30]3[CH2:35][CH2:34][O:33][CH2:32][CH2:31]3)[CH:29]=[C:24]2[NH:23][CH2:22]1.CC(C)([O-])C.[Na+]. (2) Given the product [F:1][C:2]1[CH:7]=[CH:6][C:5]([F:8])=[CH:4][C:3]=1[N:16]1[CH:17]=[C:13]([I:12])[N:14]=[CH:15]1, predict the reactants needed to synthesize it. The reactants are: [F:1][C:2]1[CH:7]=[CH:6][C:5]([F:8])=[CH:4][C:3]=1B(O)O.[I:12][C:13]1[N:14]=[CH:15][NH:16][CH:17]=1. (3) Given the product [C:1]([C:5]1[CH:6]=[C:7]([C:15]2[CH:20]=[CH:19][C:18](/[C:21](/[CH3:41])=[CH:22]/[CH2:23][O:24][C:25]3[CH:26]=[CH:27][C:28]([CH2:31][C@H:32]([O:38][CH2:39][CH3:40])[C:33]([OH:35])=[O:34])=[CH:29][CH:30]=3)=[CH:17][CH:16]=2)[CH:8]=[C:9]([C:11]([CH3:13])([CH3:14])[CH3:12])[CH:10]=1)([CH3:2])([CH3:3])[CH3:4], predict the reactants needed to synthesize it. The reactants are: [C:1]([C:5]1[CH:6]=[C:7]([C:15]2[CH:20]=[CH:19][C:18](/[C:21](/[CH3:41])=[CH:22]/[CH2:23][O:24][C:25]3[CH:30]=[CH:29][C:28]([CH2:31][C@H:32]([O:38][CH2:39][CH3:40])[C:33]([O:35]CC)=[O:34])=[CH:27][CH:26]=3)=[CH:17][CH:16]=2)[CH:8]=[C:9]([C:11]([CH3:14])([CH3:13])[CH3:12])[CH:10]=1)([CH3:4])([CH3:3])[CH3:2].[OH-].[Na+]. (4) Given the product [C:14]([C:18]1[N:22]([CH2:23][CH:24]2[CH2:25][CH2:26][O:27][CH2:28][CH2:29]2)[C:21]2[CH:30]=[CH:31][C:32]([S:34]([N:37]3[CH:41]=[C:40]([C:42]([NH:4][CH:1]([CH3:3])[CH3:2])=[O:43])[CH:39]=[N:38]3)(=[O:36])=[O:35])=[CH:33][C:20]=2[N:19]=1)([CH3:15])([CH3:16])[CH3:17], predict the reactants needed to synthesize it. The reactants are: [CH:1]([NH2:4])([CH3:3])[CH3:2].CCN(C(C)C)C(C)C.[C:14]([C:18]1[N:22]([CH2:23][CH:24]2[CH2:29][CH2:28][O:27][CH2:26][CH2:25]2)[C:21]2[CH:30]=[CH:31][C:32]([S:34]([N:37]3[CH:41]=[C:40]([C:42](O)=[O:43])[CH:39]=[N:38]3)(=[O:36])=[O:35])=[CH:33][C:20]=2[N:19]=1)([CH3:17])([CH3:16])[CH3:15].CN(C(ON1N=NC2C=CC=NC1=2)=[N+](C)C)C.F[P-](F)(F)(F)(F)F. (5) Given the product [Cl:1][C:2]1[CH:28]=[CH:27][C:5]2[C:6](=[O:26])[N:7]=[C:8]([C:10]3[CH:15]=[C:14]([CH2:16][CH2:17][C:18]([OH:20])=[O:19])[CH:13]=[C:12]([CH3:25])[N:11]=3)[S:9][C:4]=2[CH:3]=1, predict the reactants needed to synthesize it. The reactants are: [Cl:1][C:2]1[CH:28]=[CH:27][C:5]2[C:6](=[O:26])[N:7]=[C:8]([C:10]3[CH:15]=[C:14]([CH2:16][CH2:17][C:18]([O:20]C(C)(C)C)=[O:19])[CH:13]=[C:12]([CH3:25])[N:11]=3)[S:9][C:4]=2[CH:3]=1. (6) Given the product [CH3:16][CH:15]([CH3:17])[CH2:14][CH:13]([C:12]1[NH:8][N:9]=[N:10][N:11]=1)[CH2:18][NH2:19], predict the reactants needed to synthesize it. The reactants are: C([N:8]1[C:12]([CH:13]([CH2:18][N+:19]([O-])=O)[CH2:14][CH:15]([CH3:17])[CH3:16])=[N:11][N:10]=[N:9]1)C1C=CC=CC=1.Cl.